Dataset: Catalyst prediction with 721,799 reactions and 888 catalyst types from USPTO. Task: Predict which catalyst facilitates the given reaction. (1) Reactant: C[CH:2]1[C@@:6]2([CH2:10][C:9](=[O:11])[N:8]([C:12]3[CH:17]=[CH:16][CH:15]=[C:14]([Cl:18])[CH:13]=3)[CH2:7]2)[CH2:5][C@@H:4]([C:19]([OH:21])=[O:20])[NH:3]1.N1CCC[C@H:23]1C(O)=O.[C:30]([O:34][C:35]([NH:37][C@@H:38]([C:42]([CH3:45])([CH3:44])[CH3:43])[C:39](O)=[O:40])=[O:36])([CH3:33])([CH3:32])[CH3:31].ON1C2C=CC=CC=2N=N1.Cl.C(N=C=NCCCN(C)C)C.C(N(CC)C(C)C)(C)C.NCCC1N=CNC=1.O.N#N. Product: [CH3:23][O:21][C:19]([C@@H:4]1[CH2:5][C@@:6]2([CH2:10][C:9](=[O:11])[N:8]([C:12]3[CH:17]=[CH:16][CH:15]=[C:14]([Cl:18])[CH:13]=3)[CH2:7]2)[CH2:2][N:3]1[C:39](=[O:40])[C@@H:38]([NH:37][C:35]([O:34][C:30]([CH3:33])([CH3:32])[CH3:31])=[O:36])[C:42]([CH3:45])([CH3:44])[CH3:43])=[O:20]. The catalyst class is: 3. (2) Reactant: Cl.[F:2][C:3]1[CH:4]=[C:5]2[C:9](=[CH:10][CH:11]=1)[N:8]([C:12]1[CH:17]=[CH:16][CH:15]=[CH:14][C:13]=1[F:18])[N:7]=[C:6]2[O:19][CH2:20][C@H:21]1[CH2:26][CH2:25][CH2:24][NH:23][CH2:22]1.C([O-])([O-])=O.[K+].[K+]. Product: [F:2][C:3]1[CH:4]=[C:5]2[C:9](=[CH:10][CH:11]=1)[N:8]([C:12]1[CH:17]=[CH:16][CH:15]=[CH:14][C:13]=1[F:18])[N:7]=[C:6]2[O:19][CH2:20][C@H:21]1[CH2:26][CH2:25][CH2:24][NH:23][CH2:22]1. The catalyst class is: 84.